Dataset: Full USPTO retrosynthesis dataset with 1.9M reactions from patents (1976-2016). Task: Predict the reactants needed to synthesize the given product. (1) Given the product [CH3:1][N:2]1[CH2:7][CH2:6][C:5]2[O:8][CH:9]=[C:10]([C:11]([NH:39][C:40]3[CH:45]=[CH:44][C:43]([CH3:46])=[CH:42][CH:41]=3)=[O:13])[C:4]=2[C:3]1=[O:14], predict the reactants needed to synthesize it. The reactants are: [CH3:1][N:2]1[CH2:7][CH2:6][C:5]2[O:8][CH:9]=[C:10]([C:11]([OH:13])=O)[C:4]=2[C:3]1=[O:14].F[P-](F)(F)(F)(F)F.N1(OC(N(C)C)=[N+](C)C)C2N=CC=CC=2N=N1.[NH2:39][C:40]1[CH:45]=[CH:44][C:43]([CH3:46])=[CH:42][CH:41]=1.C(N(CC)CC)C. (2) Given the product [Cl:11][C:9]1[CH:8]=[CH:7][C:3]2[C:4](=[O:6])[O:5][C:13](=[O:15])[NH:1][C:2]=2[CH:10]=1, predict the reactants needed to synthesize it. The reactants are: [NH2:1][C:2]1[CH:10]=[C:9]([Cl:11])[CH:8]=[CH:7][C:3]=1[C:4]([OH:6])=[O:5].Cl[C:13](Cl)([O:15]C(=O)OC(Cl)(Cl)Cl)Cl. (3) Given the product [CH3:50][S:51]([N:54]=[N+:55]=[N-:56])(=[O:53])=[O:52].[N+:62](=[CH:25][C:24]([C:21]1[CH:20]=[CH:19][C:18]([O:17][C:16]([F:27])([F:28])[F:15])=[CH:23][CH:22]=1)=[O:26])=[N-:63], predict the reactants needed to synthesize it. The reactants are: C[Si](C)(C)N[Si](C)(C)C.C([Li])CCC.[F:15][C:16]([F:28])([F:27])[O:17][C:18]1[CH:23]=[CH:22][C:21]([C:24](=[O:26])[CH3:25])=[CH:20][CH:19]=1.FC(F)(F)COC(=O)C(F)(F)F.Cl.O.C(N(CC)CC)C.[CH3:50][S:51]([N:54]=[N+:55]=[N-:56])(=[O:53])=[O:52].CS(Cl)(=O)=O.[N-:62]=[N+:63]=[N-].[Na+]. (4) Given the product [NH2:1][C:2]1[C:7]2=[CH:8][CH:9]=[C:10]([C@@:11]3([C:20]#[N:21])[C@H:15]4[C@H:14]([O:17][C:24]([CH3:26])([CH3:25])[O:16]4)[C@@H:13]([CH2:18][OH:19])[O:12]3)[N:6]2[N:5]=[CH:4][N:3]=1, predict the reactants needed to synthesize it. The reactants are: [NH2:1][C:2]1[C:7]2=[CH:8][CH:9]=[C:10]([C@@:11]3([C:20]#[N:21])[C@H:15]([OH:16])[C@H:14]([OH:17])[C@@H:13]([CH2:18][OH:19])[O:12]3)[N:6]2[N:5]=[CH:4][N:3]=1.CO[C:24](OC)([CH3:26])[CH3:25].C1(C)C=CC(S(O)(=O)=O)=CC=1.C(OC(C)C)(=O)C. (5) Given the product [F:26][C:21]1[CH:20]=[C:19]([CH:24]=[CH:23][C:22]=1[F:25])[CH2:18][N:4]1[CH:5]=[C:6]([CH2:9][O:10][C:11]2[CH:16]=[CH:15][CH:14]=[CH:13][CH:12]=2)[CH:7]=[CH:8][C:3]1=[O:2], predict the reactants needed to synthesize it. The reactants are: C[O:2][C:3]1[CH:8]=[CH:7][C:6]([CH2:9][O:10][C:11]2[CH:16]=[CH:15][CH:14]=[CH:13][CH:12]=2)=[CH:5][N:4]=1.Br[CH2:18][C:19]1[CH:24]=[CH:23][C:22]([F:25])=[C:21]([F:26])[CH:20]=1. (6) Given the product [N:1]([CH2:4][CH2:5][NH:6][C:7](=[O:21])[CH2:8][S:28][C:22]1[CH:27]=[CH:26][CH:25]=[CH:24][CH:23]=1)=[N+:2]=[N-:3], predict the reactants needed to synthesize it. The reactants are: [N:1]([CH2:4][CH2:5][NH:6][C:7](=[O:21])[CH2:8]CCCCCCCCCCCC)=[N+:2]=[N-:3].[C:22]1([S:28]CC(Cl)=O)[CH:27]=[CH:26][CH:25]=[CH:24][CH:23]=1.N(CCN)=[N+]=[N-].C(N(CC)CC)C. (7) Given the product [Cl:22][C@@:1]1([N:10]2[C:19]3[N:18]=[CH:17][N:16]=[C:14]([NH2:15])[C:13]=3[N:12]=[CH:11]2)[O:9][C@H:6]([CH2:7][OH:8])[C@@H:4]([OH:5])[C@H:2]1[OH:3], predict the reactants needed to synthesize it. The reactants are: [C@@H:1]1([N:10]2[C:19]3[N:18]=[CH:17][N:16]=[C:14]([NH2:15])[C:13]=3[N:12]=[CH:11]2)[O:9][C@H:6]([CH2:7][OH:8])[C@@H:4]([OH:5])[C@H:2]1[OH:3].S(Cl)([Cl:22])=O.N1C=CC=CC=1.